Dataset: NCI-60 drug combinations with 297,098 pairs across 59 cell lines. Task: Regression. Given two drug SMILES strings and cell line genomic features, predict the synergy score measuring deviation from expected non-interaction effect. (1) Drug 1: CC1=C2C(C(=O)C3(C(CC4C(C3C(C(C2(C)C)(CC1OC(=O)C(C(C5=CC=CC=C5)NC(=O)OC(C)(C)C)O)O)OC(=O)C6=CC=CC=C6)(CO4)OC(=O)C)OC)C)OC. Drug 2: CC12CCC(CC1=CCC3C2CCC4(C3CC=C4C5=CN=CC=C5)C)O. Cell line: KM12. Synergy scores: CSS=44.1, Synergy_ZIP=3.74, Synergy_Bliss=2.67, Synergy_Loewe=-14.5, Synergy_HSA=4.14. (2) Drug 1: CN(CC1=CN=C2C(=N1)C(=NC(=N2)N)N)C3=CC=C(C=C3)C(=O)NC(CCC(=O)O)C(=O)O. Drug 2: C1CC(=O)NC(=O)C1N2C(=O)C3=CC=CC=C3C2=O. Cell line: OVCAR3. Synergy scores: CSS=22.9, Synergy_ZIP=-2.55, Synergy_Bliss=-1.82, Synergy_Loewe=-69.1, Synergy_HSA=-5.65.